The task is: Regression. Given a peptide amino acid sequence and an MHC pseudo amino acid sequence, predict their binding affinity value. This is MHC class I binding data.. This data is from Peptide-MHC class I binding affinity with 185,985 pairs from IEDB/IMGT. (1) The peptide sequence is YYPEDPVKL. The MHC is HLA-A01:01 with pseudo-sequence HLA-A01:01. The binding affinity (normalized) is 0.0847. (2) The peptide sequence is APISSEATTPV. The MHC is Patr-A0901 with pseudo-sequence Patr-A0901. The binding affinity (normalized) is 0.302. (3) The peptide sequence is RQRAVRMVL. The MHC is HLA-B15:42 with pseudo-sequence HLA-B15:42. The binding affinity (normalized) is 0.210. (4) The peptide sequence is HPRQFLAFL. The MHC is HLA-A02:01 with pseudo-sequence HLA-A02:01. The binding affinity (normalized) is 0.0847. (5) The peptide sequence is YQLAVTITA. The MHC is HLA-A02:06 with pseudo-sequence HLA-A02:06. The binding affinity (normalized) is 0.763. (6) The MHC is Mamu-B08 with pseudo-sequence Mamu-B08. The binding affinity (normalized) is 0. The peptide sequence is GDAYFSIPLD.